Dataset: Full USPTO retrosynthesis dataset with 1.9M reactions from patents (1976-2016). Task: Predict the reactants needed to synthesize the given product. (1) Given the product [C:1]([O:5][C:6]([N:8]1[CH2:13][CH:12]=[C:11]([C:14]2[NH:23][C:17]3[N:18]=[CH:19][N:20]=[C:21]([NH:40][C:36]4[CH:35]=[C:34]5[C:39](=[CH:38][CH:37]=4)[NH:31][N:32]=[C:33]5[O:41][CH3:42])[C:16]=3[CH:15]=2)[CH2:10][CH2:9]1)=[O:7])([CH3:4])([CH3:3])[CH3:2], predict the reactants needed to synthesize it. The reactants are: [C:1]([O:5][C:6]([N:8]1[CH2:13][CH:12]=[C:11]([C:14]2[NH:23][C:17]3[N:18]=[CH:19][N:20]=[C:21](Cl)[C:16]=3[CH:15]=2)[CH2:10][CH2:9]1)=[O:7])([CH3:4])([CH3:3])[CH3:2].C(OC([N:31]1[C:39]2[C:34](=[CH:35][C:36]([NH2:40])=[CH:37][CH:38]=2)[C:33]([O:41][CH3:42])=[N:32]1)=O)(C)(C)C.C(OC(OC(OC(C)(C)C)=O)=O)(C)(C)C.C(N(CC)C(C)C)(C)C.N.[OH-].[Na+].[NH4+].[Cl-]. (2) Given the product [CH2:4]1[C:1]2([O:6][CH2:7][CH:8]([CH2:9][OH:10])[CH2:11][O:5]2)[CH2:2][CH2:3]1, predict the reactants needed to synthesize it. The reactants are: [C:1]1(=[O:5])[CH2:4][CH2:3][CH2:2]1.[OH:6][CH2:7][CH:8]([CH2:11]O)[CH2:9][OH:10].C1C=CC=CC=1.C(N(CC)CC)C.